Task: Predict the reactants needed to synthesize the given product.. Dataset: Full USPTO retrosynthesis dataset with 1.9M reactions from patents (1976-2016) (1) Given the product [CH2:1]([O:8][C@@H:9]1[C@@H:14]([O:15][CH2:16][C:17]2[CH:18]=[CH:19][CH:20]=[CH:21][CH:22]=2)[C@H:13]([O:23][CH2:24][C:25]2[CH:30]=[CH:29][CH:28]=[CH:27][CH:26]=2)[C@@H:12]([CH2:31][O:32][CH2:33][C:34]2[CH:39]=[CH:38][CH:37]=[CH:36][CH:35]=2)[O:11][C@H:10]1[C:40]1[CH:45]=[C:44]([CH2:46][C:47]2[CH:48]=[CH:49][C:50](/[CH:53]=[CH:54]/[CH2:55][C:56]([NH:68][C:69]([CH3:73])([CH3:72])[CH2:70][OH:71])=[O:57])=[CH:51][CH:52]=2)[C:43]([CH3:59])=[CH:42][C:41]=1[O:60][CH2:61][C:62]1[CH:63]=[CH:64][CH:65]=[CH:66][CH:67]=1)[C:2]1[CH:7]=[CH:6][CH:5]=[CH:4][CH:3]=1, predict the reactants needed to synthesize it. The reactants are: [CH2:1]([O:8][C@@H:9]1[C@@H:14]([O:15][CH2:16][C:17]2[CH:22]=[CH:21][CH:20]=[CH:19][CH:18]=2)[C@H:13]([O:23][CH2:24][C:25]2[CH:30]=[CH:29][CH:28]=[CH:27][CH:26]=2)[C@@H:12]([CH2:31][O:32][CH2:33][C:34]2[CH:39]=[CH:38][CH:37]=[CH:36][CH:35]=2)[O:11][C@H:10]1[C:40]1[CH:45]=[C:44]([CH2:46][C:47]2[CH:52]=[CH:51][C:50](/[CH:53]=[CH:54]/[CH2:55][C:56](O)=[O:57])=[CH:49][CH:48]=2)[C:43]([CH3:59])=[CH:42][C:41]=1[O:60][CH2:61][C:62]1[CH:67]=[CH:66][CH:65]=[CH:64][CH:63]=1)[C:2]1[CH:7]=[CH:6][CH:5]=[CH:4][CH:3]=1.[NH2:68][C:69]([CH3:73])([CH3:72])[CH2:70][OH:71].ON1C2C=CC=CC=2N=N1.CCN=C=NCCCN(C)C. (2) Given the product [C:3]([O:7][C:8]([N:10]1[C@@H:15]([C@@H:16]([O:42][CH2:43][C:44]2[CH:49]=[CH:48][CH:47]=[CH:46][CH:45]=2)[C@@H:17]([N:27]([CH2:35][C:36]2[CH:37]=[CH:38][CH:39]=[CH:40][CH:41]=2)[CH2:28][C:29]2[CH:34]=[CH:33][CH:32]=[CH:31][CH:30]=2)[CH2:18][C:19]2[CH:24]=[C:23]([F:25])[CH:22]=[C:21]([O:65][CH2:61][CH2:62][CH3:63])[CH:20]=2)[CH2:14][O:13][C@@H:12]([O:50][CH2:51][C:52]([CH3:56])([CH3:55])[CH2:53][F:54])[C@@H:11]1[CH3:57])=[O:9])([CH3:4])([CH3:6])[CH3:5], predict the reactants needed to synthesize it. The reactants are: [H-].[Na+].[C:3]([O:7][C:8]([N:10]1[C@@H:15]([C@@H:16]([O:42][CH2:43][C:44]2[CH:49]=[CH:48][CH:47]=[CH:46][CH:45]=2)[C@@H:17]([N:27]([CH2:35][C:36]2[CH:41]=[CH:40][CH:39]=[CH:38][CH:37]=2)[CH2:28][C:29]2[CH:34]=[CH:33][CH:32]=[CH:31][CH:30]=2)[CH2:18][C:19]2[CH:24]=[C:23]([F:25])[CH:22]=[C:21](F)[CH:20]=2)[CH2:14][O:13][C@@H:12]([O:50][CH2:51][C:52]([CH3:56])([CH3:55])[CH2:53][F:54])[C@@H:11]1[CH3:57])=[O:9])([CH3:6])([CH3:5])[CH3:4].O.CN1C[CH2:63][CH2:62][C:61]1=[O:65]. (3) Given the product [F:11][C:2]([F:1])([F:12])[C:3]1[CH:4]=[CH:5][N:6]=[CH:7][C:8]=1[CH2:9][NH2:10], predict the reactants needed to synthesize it. The reactants are: [F:1][C:2]([F:12])([F:11])[C:3]1[C:8]([C:9]#[N:10])=[CH:7][N:6]=[CH:5][CH:4]=1.N. (4) Given the product [C:1]([O:5][C:6]([N:8]1[CH:16]2[CH:11]([CH2:12][CH2:13][CH2:14][CH2:15]2)[CH2:10][C@H:9]1[CH2:17][OH:18])=[O:7])([CH3:4])([CH3:3])[CH3:2], predict the reactants needed to synthesize it. The reactants are: [C:1]([O:5][C:6]([N:8]1[CH:16]2[CH:11]([CH2:12][CH2:13][CH2:14][CH2:15]2)[CH2:10][C@H:9]1[C:17](O)=[O:18])=[O:7])([CH3:4])([CH3:3])[CH3:2].B.C1COCC1.